This data is from Full USPTO retrosynthesis dataset with 1.9M reactions from patents (1976-2016). The task is: Predict the reactants needed to synthesize the given product. (1) Given the product [CH2:24]([NH:31][CH2:2][C@@H:3]([C:4]1[CH:15]=[CH:14][C:7]2[O:8][C:9]([CH3:13])([CH3:12])[O:10][CH2:11][C:6]=2[CH:5]=1)[O:16][Si:17]([CH2:22][CH3:23])([CH2:20][CH3:21])[CH2:18][CH3:19])[C:25]1[CH:30]=[CH:29][CH:28]=[CH:27][CH:26]=1, predict the reactants needed to synthesize it. The reactants are: Br[CH2:2][C@H:3]([O:16][Si:17]([CH2:22][CH3:23])([CH2:20][CH3:21])[CH2:18][CH3:19])[C:4]1[CH:15]=[CH:14][C:7]2[O:8][C:9]([CH3:13])([CH3:12])[O:10][CH2:11][C:6]=2[CH:5]=1.[CH2:24]([NH2:31])[C:25]1[CH:30]=[CH:29][CH:28]=[CH:27][CH:26]=1.O.C(OCC)C. (2) Given the product [F:1][C:2]1[C:3]([O:13][CH3:14])=[C:4]([CH2:9][CH2:10][OH:11])[CH:5]=[C:6]([F:8])[CH:7]=1, predict the reactants needed to synthesize it. The reactants are: [F:1][C:2]1[C:3]([O:13][CH3:14])=[C:4]([CH2:9][C:10](O)=[O:11])[CH:5]=[C:6]([F:8])[CH:7]=1.[H-].[H-].[H-].[H-].[Li+].[Al+3]. (3) The reactants are: [CH2:1]([O:3][C:4]([C:6]1[C:12]2[NH:13][C:14]3[C:15]([OH:20])=[CH:16][CH:17]=[CH:18][C:19]=3[C:11]=2[CH2:10][CH2:9][N:8]([C:21](=[O:29])[C:22]2[CH:27]=[CH:26][C:25]([F:28])=[CH:24][CH:23]=2)[CH:7]=1)=[O:5])[CH3:2].[C:30](=O)([O-])[O-].[K+].[K+].CI. Given the product [CH2:1]([O:3][C:4]([C:6]1[C:12]2[NH:13][C:14]3[C:15]([O:20][CH3:30])=[CH:16][CH:17]=[CH:18][C:19]=3[C:11]=2[CH2:10][CH2:9][N:8]([C:21](=[O:29])[C:22]2[CH:27]=[CH:26][C:25]([F:28])=[CH:24][CH:23]=2)[CH:7]=1)=[O:5])[CH3:2], predict the reactants needed to synthesize it. (4) The reactants are: I[C:2]1[CH:3]=[C:4]([CH:8]=[CH:9][CH:10]=1)[C:5]([OH:7])=[O:6].[C:11](=[O:14])([O-])[O-:12].[K+].[K+].[S-2:17].[Na+].[Na+].O. Given the product [C:5]([C:4]1[CH:8]=[CH:9][CH:10]=[CH:2][C:3]=1[S:17][C:2]1[CH:10]=[C:9]([C:11]([OH:12])=[O:14])[CH:8]=[CH:4][CH:3]=1)([OH:7])=[O:6], predict the reactants needed to synthesize it.